Dataset: Full USPTO retrosynthesis dataset with 1.9M reactions from patents (1976-2016). Task: Predict the reactants needed to synthesize the given product. (1) The reactants are: C[O:2][C:3]1[CH:8]=[CH:7][N:6]=[C:5]([CH2:9][O:10][C:11](=[O:17])[CH2:12][CH2:13][CH2:14][CH2:15][CH3:16])[N:4]=1.[Na+].[I-].[Si](Cl)(C)(C)C.CO. Given the product [OH:2][C:3]1[CH:8]=[CH:7][N:6]=[C:5]([CH2:9][O:10][C:11](=[O:17])[CH2:12][CH2:13][CH2:14][CH2:15][CH3:16])[N:4]=1, predict the reactants needed to synthesize it. (2) Given the product [Br:12][C:5]1[CH:6]=[CH:7][C:8]([N:9]([CH3:11])[CH3:10])=[C:2]([Cl:1])[C:3]=1[NH2:4], predict the reactants needed to synthesize it. The reactants are: [Cl:1][C:2]1[C:8]([N:9]([CH3:11])[CH3:10])=[CH:7][CH:6]=[CH:5][C:3]=1[NH2:4].[Br:12]N1C(=O)CCC1=O. (3) The reactants are: O[CH:2]1O[C@@H:9]([CH2:11]O)[C@H:7](O)[C@H:5](O)[C@H:3]1O.Br[CH2:14][CH2:15][CH:16]=[CH2:17].[CH:18]1([Mg]Cl)[CH:22]=[CH:21][CH:20]=[CH:19]1.Cl.[CH2:26]1COC[CH2:27]1. Given the product [C:2]1([C:14]([CH2:18][CH2:22][CH2:21][CH:20]=[CH2:19])=[C:15]2[CH:27]=[CH:26][CH:17]=[CH:16]2)[CH:11]=[CH:9][CH:7]=[CH:5][CH:3]=1, predict the reactants needed to synthesize it. (4) Given the product [Br:1][C:2]1[CH:3]=[CH:4][C:5]([F:33])=[C:6]([C@:8]([NH:15][C:16](=[O:21])[C:17]([F:18])([F:20])[F:19])([CH3:14])[CH2:9][S:10][CH2:11][C:12]#[N:13])[CH:7]=1, predict the reactants needed to synthesize it. The reactants are: [Br:1][C:2]1[CH:3]=[CH:4][C:5]([F:33])=[C:6]([C@:8]([N:15](CC2C=CC(OC)=CC=2OC)[C:16](=[O:21])[C:17]([F:20])([F:19])[F:18])([CH3:14])[CH2:9][S:10][CH2:11][C:12]#[N:13])[CH:7]=1.FC(F)(F)C(O)=O.C([O-])(O)=O.[Na+]. (5) Given the product [O:1]1[C:5]2[CH:6]=[CH:7][C:8]([CH:10]([CH2:11][C:24]([OH:26])=[O:25])[CH2:15][C:16]([OH:18])=[O:17])=[CH:9][C:4]=2[O:3][CH2:2]1, predict the reactants needed to synthesize it. The reactants are: [O:1]1[C:5]2[CH:6]=[CH:7][C:8]([CH:10]3[CH:15]([C:16]([O:18]CC)=[O:17])C(O)(C)CC(=O)[CH:11]3[C:24]([O:26]CC)=[O:25])=[CH:9][C:4]=2[O:3][CH2:2]1.[OH-].[Na+]. (6) Given the product [NH2:43][C:40]1[N:41]=[CH:42][C:37]([C:11]2[N:12]=[C:13]([N:14]3[CH2:19][CH2:18][O:17][CH2:16][C@@H:15]3[CH3:20])[C:8]3[CH2:7][CH2:6][N:5]([C:22]([O:24][C:25]([CH3:27])([CH3:28])[CH3:26])=[O:23])[CH2:4][C:9]=3[N:10]=2)=[CH:38][N:39]=1, predict the reactants needed to synthesize it. The reactants are: C([CH:4]1[C:9]2[N:10]=[C:11](Cl)[N:12]=[C:13]([N:14]3[CH2:19][CH2:18][O:17][CH2:16][C@@H:15]3[CH3:20])[C:8]=2[CH2:7][CH2:6][N:5]1[C:22]([O:24][C:25]([CH3:28])([CH3:27])[CH3:26])=[O:23])C=C.CC1(C)C(C)(C)OB([C:37]2[CH:38]=[N:39][C:40]([NH2:43])=[N:41][CH:42]=2)O1.